Dataset: Catalyst prediction with 721,799 reactions and 888 catalyst types from USPTO. Task: Predict which catalyst facilitates the given reaction. (1) Reactant: [Cl:1][C:2]1[CH:3]=[C:4]2[C:10]3([CH2:14][C:13](=[O:15])[NH:12][C:11]3=[O:16])[C:9](=[O:17])[N:8]([CH2:18][C:19]([O:21][CH3:22])=[O:20])[C:5]2=[CH:6][CH:7]=1.CC(C)([O-])C.[K+].[Cl:29][C:30]1[CH:31]=[C:32]([CH:35]=[CH:36][CH:37]=1)[CH2:33]Br.O1CCCC1.C(OCC)C. Product: [Cl:1][C:2]1[CH:3]=[C:4]2[C:10]3([CH2:14][C:13](=[O:15])[N:12]([CH2:33][C:32]4[CH:35]=[CH:36][CH:37]=[C:30]([Cl:29])[CH:31]=4)[C:11]3=[O:16])[C:9](=[O:17])[N:8]([CH2:18][C:19]([O:21][CH3:22])=[O:20])[C:5]2=[CH:6][CH:7]=1. The catalyst class is: 9. (2) Reactant: [CH3:1][C:2]1([CH3:21])[CH2:8][CH2:7][CH2:6][N:5]([C:9]([C:11]2[CH:15]=[C:14]([C:16]3[CH:17]=[N:18][NH:19][CH:20]=3)[S:13][CH:12]=2)=[O:10])[CH2:4][CH2:3]1.[CH3:22][CH2:23][N:24]([CH:28](C)C)C(C)C.CN.CN(C([O:40]N1N=NC2C=CC=NC1=2)=[N+](C)C)C.F[P-](F)(F)(F)(F)F. Product: [CH3:1][C:2]1([CH3:21])[CH2:8][CH2:7][CH2:6][N:5]([C:9]([C:11]2[CH:15]=[C:14]([C:16]3[CH:17]=[N:18][N:19]([CH2:22][C:23]([NH:24][CH3:28])=[O:40])[CH:20]=3)[S:13][CH:12]=2)=[O:10])[CH2:4][CH2:3]1. The catalyst class is: 20.